Dataset: Catalyst prediction with 721,799 reactions and 888 catalyst types from USPTO. Task: Predict which catalyst facilitates the given reaction. (1) Reactant: [CH3:1][N:2]1[C@@H:12]2[CH2:13][C:14]3[CH:19]=[CH:18][C:17]([OH:20])=[C:16]4[O:21][C@H:6]5[C:7]([CH:9]=[CH:10][C@:11]2([OH:22])[C@:5]5([C:15]=34)[CH2:4][CH2:3]1)=[O:8].C(N1[CH2:29][CH2:28][CH2:27]C1=O)C.C1(CBr)CC1.C(N(CC)C(C)C)(C)C.Cl. Product: [CH:19]1[C:14]2[CH2:13][C@H:12]3[N:2]([CH2:1][CH:27]4[CH2:28][CH2:29]4)[CH2:3][CH2:4][C@:5]45[C@H:6]([C:7]([CH2:9][CH2:10][C@@:11]34[OH:22])=[O:8])[O:21][C:16]([C:15]=25)=[C:17]([OH:20])[CH:18]=1. The catalyst class is: 6. (2) Reactant: [CH3:1][N:2]([CH3:12])[C:3]([CH:5]1[CH:10]([CH3:11])[CH2:9][CH2:8][NH:7][CH2:6]1)=[O:4].C(N(CC)CC)C.Cl[C:21]1[N:26]=[C:25]([NH2:27])[C:24]([N+:28]([O-:30])=[O:29])=[CH:23][CH:22]=1. Product: [NH2:27][C:25]1[N:26]=[C:21]([N:7]2[CH2:8][CH2:9][C@H:10]([CH3:11])[C@H:5]([C:3]([N:2]([CH3:12])[CH3:1])=[O:4])[CH2:6]2)[CH:22]=[CH:23][C:24]=1[N+:28]([O-:30])=[O:29]. The catalyst class is: 58. (3) Reactant: [F:1][C:2]1[CH:7]=[C:6]([I:8])[CH:5]=[CH:4][C:3]=1[NH:9][C:10]1[N:11]([CH3:36])[C:12](=[O:35])[C:13]([CH3:34])=[C:14]2[C:19]=1[C:18](=[O:20])[N:17]([CH3:21])[C:16](=[O:22])[N:15]2[C:23]1[CH:28]=[CH:27][CH:26]=[C:25]([C:29]2(O)[CH2:32][O:31][CH2:30]2)[CH:24]=1.CCN(S(F)(F)[F:43])CC. Product: [F:1][C:2]1[CH:7]=[C:6]([I:8])[CH:5]=[CH:4][C:3]=1[NH:9][C:10]1[N:11]([CH3:36])[C:12](=[O:35])[C:13]([CH3:34])=[C:14]2[C:19]=1[C:18](=[O:20])[N:17]([CH3:21])[C:16](=[O:22])[N:15]2[C:23]1[CH:28]=[CH:27][CH:26]=[C:25]([C:29]2([F:43])[CH2:32][O:31][CH2:30]2)[CH:24]=1. The catalyst class is: 2. (4) Reactant: [CH3:1][C:2]1[C:3]2[CH:4]=[C:5]([OH:35])[CH:6]=[CH:7][C:8]=2[N:9]([CH2:18][C:19]2[CH:20]=[CH:21][C:22]([O:25][CH2:26][CH2:27][N:28]3[CH2:34][CH2:33][CH2:32][CH2:31][CH2:30][CH2:29]3)=[CH:23][CH:24]=2)[C:10]=1[C:11]1[CH:12]=[CH:13][C:14]([OH:17])=[CH:15][CH:16]=1.CC(O)=O. Product: [CH3:1][C:2]1[C:3]2[CH:4]=[C:5]([OH:35])[CH:6]=[CH:7][C:8]=2[N:9]([CH2:18][C:19]2[CH:24]=[CH:23][C:22]([O:25][CH2:26][CH2:27][N:28]3[CH2:29][CH2:30][CH2:31][CH2:32][CH2:33][CH2:34]3)=[CH:21][CH:20]=2)[C:10]=1[C:11]1[CH:12]=[CH:13][C:14]([OH:17])=[CH:15][CH:16]=1. The catalyst class is: 9. (5) Reactant: O.[OH-].[Li+].C[O:5][C:6](=[O:37])[CH2:7][C:8]1[C:17]([CH3:18])=[C:16]([C:19]2[CH:24]=[CH:23][C:22]([S:25]([C:28]3[CH:33]=[C:32]([Cl:34])[CH:31]=[CH:30][C:29]=3[Cl:35])(=[O:27])=[O:26])=[CH:21][CH:20]=2)[C:15]2[C:10](=[CH:11][CH:12]=[C:13]([Cl:36])[CH:14]=2)[CH:9]=1. Product: [Cl:36][C:13]1[CH:14]=[C:15]2[C:10](=[CH:11][CH:12]=1)[CH:9]=[C:8]([CH2:7][C:6]([OH:37])=[O:5])[C:17]([CH3:18])=[C:16]2[C:19]1[CH:20]=[CH:21][C:22]([S:25]([C:28]2[CH:33]=[C:32]([Cl:34])[CH:31]=[CH:30][C:29]=2[Cl:35])(=[O:26])=[O:27])=[CH:23][CH:24]=1. The catalyst class is: 20. (6) Product: [Br:1][C:2]1[CH:7]=[N:6][C:5]2=[N:8][C:10]([OH:16])=[C:11]([OH:12])[N:9]=[C:4]2[CH:3]=1. The catalyst class is: 28. Reactant: [Br:1][C:2]1[CH:3]=[C:4]([NH2:9])[C:5]([NH2:8])=[N:6][CH:7]=1.[C:10](OCC)(=[O:16])[C:11](OCC)=[O:12]. (7) Reactant: [NH2:1][C:2]1[CH:11]=[C:10]([Br:12])[CH:9]=[CH:8][C:3]=1[C:4]([O:6][CH3:7])=[O:5].[C:13]([C:18]#[N:19])(=[O:17])[O:14][CH2:15][CH3:16].Cl.C(=O)([O-])O.[Na+]. Product: [NH2:1][C:2]1[CH:11]=[C:10]([Br:12])[CH:9]=[CH:8][C:3]=1[C:4]([O:6][CH3:7])=[O:5].[Br:12][C:10]1[CH:11]=[C:2]2[C:3]([C:4](=[O:6])[NH:19][C:18]([C:13]([O:14][CH2:15][CH3:16])=[O:17])=[N:1]2)=[CH:8][CH:9]=1. The catalyst class is: 313. (8) Reactant: [F:1][C:2]1[CH:7]=[C:6]([N+:8]([O-:10])=[O:9])[CH:5]=[CH:4][C:3]=1[OH:11].[H-].[Na+].[NH2:14][C:15]1[CH:20]=[C:19](Cl)[N:18]=[CH:17][N:16]=1.[OH-].[Na+]. Product: [F:1][C:2]1[CH:7]=[C:6]([N+:8]([O-:10])=[O:9])[CH:5]=[CH:4][C:3]=1[O:11][C:19]1[N:18]=[CH:17][N:16]=[C:15]([NH2:14])[CH:20]=1. The catalyst class is: 16. (9) Reactant: [C:1]1([C:7]([C:9]([C:11]2[CH:16]=[CH:15][CH:14]=[CH:13][CH:12]=2)=[O:10])=[O:8])[CH:6]=[CH:5][CH:4]=[CH:3][CH:2]=1.[BH4-].[Na+]. Product: [C:11]1([CH:9]([CH:7]([C:1]2[CH:6]=[CH:5][CH:4]=[CH:3][CH:2]=2)[OH:8])[OH:10])[CH:12]=[CH:13][CH:14]=[CH:15][CH:16]=1. The catalyst class is: 88.